From a dataset of Full USPTO retrosynthesis dataset with 1.9M reactions from patents (1976-2016). Predict the reactants needed to synthesize the given product. (1) Given the product [Cl:1][C:2]1[CH:3]=[C:4]2[C:9](=[C:10]([C:12]3[CH:13]=[CH:14][C:15]([CH2:18][CH3:19])=[CH:16][CH:17]=3)[CH:11]=1)[O:8][CH:7]([C:20]([F:23])([F:21])[F:22])[C:6]([C:24]([O-:26])=[O:25])=[CH:5]2.[Na+:28], predict the reactants needed to synthesize it. The reactants are: [Cl:1][C:2]1[CH:3]=[C:4]2[C:9](=[C:10]([C:12]3[CH:17]=[CH:16][C:15]([CH2:18][CH3:19])=[CH:14][CH:13]=3)[CH:11]=1)[O:8][CH:7]([C:20]([F:23])([F:22])[F:21])[C:6]([C:24]([OH:26])=[O:25])=[CH:5]2.[OH-].[Na+:28]. (2) Given the product [F:20][C:17]1[CH:16]=[CH:15][C:14]([CH2:13][N:10]([O:11][CH3:12])[C:8](=[O:9])[CH:7]=[C:5]([OH:6])[C:4]([NH:29][S:26]([CH:23]2[CH2:25][CH2:24]2)(=[O:28])=[O:27])=[O:21])=[CH:19][CH:18]=1, predict the reactants needed to synthesize it. The reactants are: CC1(C)[O:6][C:5](=[CH:7][C:8]([N:10]([CH2:13][C:14]2[CH:19]=[CH:18][C:17]([F:20])=[CH:16][CH:15]=2)[O:11][CH3:12])=[O:9])[C:4](=[O:21])O1.[CH:23]1([S:26]([NH2:29])(=[O:28])=[O:27])[CH2:25][CH2:24]1. (3) Given the product [S:1]1[C:5]2[CH:6]=[CH:7][CH:8]=[CH:9][C:4]=2[N:3]=[C:2]1[N:10]1[C:15](=[O:14])[CH:16]=[C:17]([C:19]2[CH:24]=[CH:23][C:22]([CH3:25])=[C:21]([Br:26])[CH:20]=2)[NH:11]1, predict the reactants needed to synthesize it. The reactants are: [S:1]1[C:5]2[CH:6]=[CH:7][CH:8]=[CH:9][C:4]=2[N:3]=[C:2]1[NH:10][NH2:11].C([O:14][C:15](=O)[CH2:16][C:17]([C:19]1[CH:24]=[CH:23][C:22]([CH3:25])=[C:21]([Br:26])[CH:20]=1)=O)C. (4) Given the product [Cl:17][C:18]1[CH:23]=[CH:22][C:21]([NH:24][C:25]([NH:15][C:11]2[CH:12]=[CH:13][CH:14]=[C:9]([B:4]3[O:3][C:2]([CH3:16])([CH3:1])[C:6]([CH3:7])([CH3:8])[O:5]3)[CH:10]=2)=[O:26])=[CH:20][C:19]=1[C:27]([F:28])([F:29])[F:30], predict the reactants needed to synthesize it. The reactants are: [CH3:1][C:2]1([CH3:16])[C:6]([CH3:8])([CH3:7])[O:5][B:4]([C:9]2[CH:10]=[C:11]([NH2:15])[CH:12]=[CH:13][CH:14]=2)[O:3]1.[Cl:17][C:18]1[CH:23]=[CH:22][C:21]([N:24]=[C:25]=[O:26])=[CH:20][C:19]=1[C:27]([F:30])([F:29])[F:28]. (5) Given the product [Cl:28][C:11]1[C:10](=[O:12])[N:9]([C:13]2[CH:14]=[C:15]([CH:19]=[CH:20][C:21]=2[CH3:22])[C:16]([OH:18])=[O:17])[CH:8]=[N:7][C:6]=1[O:5][CH2:4][C:3]1[CH:23]=[CH:24][C:25]([F:27])=[CH:26][C:2]=1[F:1], predict the reactants needed to synthesize it. The reactants are: [F:1][C:2]1[CH:26]=[C:25]([F:27])[CH:24]=[CH:23][C:3]=1[CH2:4][O:5][C:6]1[N:7]=[CH:8][N:9]([C:13]2[CH:14]=[C:15]([CH:19]=[CH:20][C:21]=2[CH3:22])[C:16]([OH:18])=[O:17])[C:10](=[O:12])[CH:11]=1.[Cl:28]N1C(=O)CCC1=O.ClC(Cl)C(O)=O.